Dataset: Catalyst prediction with 721,799 reactions and 888 catalyst types from USPTO. Task: Predict which catalyst facilitates the given reaction. (1) Reactant: [CH3:1][O:2][C:3]1[CH:8]=[C:7]([N+:9]([O-])=O)[CH:6]=[CH:5][C:4]=1[CH:12]([C:14]1[CH:19]=[CH:18][CH:17]=[CH:16][N:15]=1)[OH:13]. Product: [NH2:9][C:7]1[CH:6]=[CH:5][C:4]([CH:12]([C:14]2[CH:19]=[CH:18][CH:17]=[CH:16][N:15]=2)[OH:13])=[C:3]([O:2][CH3:1])[CH:8]=1. The catalyst class is: 586. (2) Reactant: [CH3:1][N:2]1[C:7](=[O:8])[CH:6]=[CH:5][C:4]([C:9]2[CH:17]=[CH:16][C:12]([C:13]([OH:15])=O)=[CH:11][CH:10]=2)=[N:3]1.[N:18]1([CH2:23][C@@H:24]2[CH2:28][CH2:27][CH2:26][NH:25]2)[CH2:22][CH2:21][CH2:20][CH2:19]1. Product: [CH3:1][N:2]1[C:7](=[O:8])[CH:6]=[CH:5][C:4]([C:9]2[CH:10]=[CH:11][C:12]([C:13]([N:25]3[CH2:26][CH2:27][CH2:28][C@H:24]3[CH2:23][N:18]3[CH2:22][CH2:21][CH2:20][CH2:19]3)=[O:15])=[CH:16][CH:17]=2)=[N:3]1. The catalyst class is: 2. (3) Reactant: [OH:1][C:2]1[CH:7]=[CH:6][C:5]([C:8](=[O:10])[CH3:9])=[CH:4][CH:3]=1.[CH2:11](Cl)[C:12]1[CH:17]=[CH:16][CH:15]=[CH:14][CH:13]=1.C(=O)([O-])[O-].[K+].[K+].[I-].[Na+]. Product: [CH2:11]([O:1][C:2]1[CH:7]=[CH:6][C:5]([C:8](=[O:10])[CH3:9])=[CH:4][CH:3]=1)[C:12]1[CH:17]=[CH:16][CH:15]=[CH:14][CH:13]=1. The catalyst class is: 3.